Dataset: Catalyst prediction with 721,799 reactions and 888 catalyst types from USPTO. Task: Predict which catalyst facilitates the given reaction. (1) Reactant: Br[C:2]1[CH:3]=[C:4]2[C:8](=[CH:9][CH:10]=1)[C:7](=[O:11])[N:6]([CH2:12][CH2:13][C:14]([OH:17])([CH3:16])[CH3:15])[CH2:5]2.[B:18]1([B:18]2[O:22][C:21]([CH3:24])([CH3:23])[C:20]([CH3:26])([CH3:25])[O:19]2)[O:22][C:21]([CH3:24])([CH3:23])[C:20]([CH3:26])([CH3:25])[O:19]1.C([O-])(=O)C.[K+]. Product: [OH:17][C:14]([CH3:16])([CH3:15])[CH2:13][CH2:12][N:6]1[CH2:5][C:4]2[C:8](=[CH:9][CH:10]=[C:2]([B:18]3[O:22][C:21]([CH3:24])([CH3:23])[C:20]([CH3:26])([CH3:25])[O:19]3)[CH:3]=2)[C:7]1=[O:11]. The catalyst class is: 44. (2) Reactant: [Br:1][C:2]1[CH:28]=[CH:27][C:26]([F:29])=[CH:25][C:3]=1[O:4][CH:5]1[CH2:10][CH2:9][N:8]([C:11]2[N:12]=[CH:13][C:14]3[N:19]=[C:18]([C:20]4[N:21]=[N:22][NH:23][N:24]=4)[S:17][C:15]=3[N:16]=2)[CH2:7][CH2:6]1.Br[CH2:31][C:32]([O:34][CH2:35][CH3:36])=[O:33].C(N(CC)CC)C. Product: [CH2:35]([O:34][C:32](=[O:33])[CH2:31][N:24]1[C:20]([C:18]2[S:17][C:15]3[N:16]=[C:11]([N:8]4[CH2:7][CH2:6][CH:5]([O:4][C:3]5[CH:25]=[C:26]([F:29])[CH:27]=[CH:28][C:2]=5[Br:1])[CH2:10][CH2:9]4)[N:12]=[CH:13][C:14]=3[N:19]=2)=[N:21][N:22]=[N:23]1)[CH3:36]. The catalyst class is: 1.